This data is from Reaction yield outcomes from USPTO patents with 853,638 reactions. The task is: Predict the reaction yield, written as a fraction of the theoretical maximum amount of product (1.0 means a 100% yield; for example, 0.34 means a 34% yield). (1) The reactants are [CH2:1]([N:8]1[CH:13]2[CH2:14][CH2:15][CH:9]1[CH2:10][C:11](=O)[CH2:12]2)[C:2]1[CH:7]=[CH:6][CH:5]=[CH:4][CH:3]=1.[Cl-].[NH2:18][OH:19].N1C=CC=CC=1. The catalyst is C(O)C.ClCCl. The product is [CH2:1]([N:8]1[CH:13]2[CH2:14][CH2:15][CH:9]1[CH2:10][C:11](=[N:18][OH:19])[CH2:12]2)[C:2]1[CH:7]=[CH:6][CH:5]=[CH:4][CH:3]=1. The yield is 0.590. (2) The reactants are [OH:1][CH:2]1[CH2:7][CH2:6][N:5]([C:8]([O:10][C:11]([CH3:14])([CH3:13])[CH3:12])=[O:9])[CH2:4][CH2:3]1.[H-].[Na+].Cl[C:18]1[C:19]2[N:27]=[C:26]([Cl:28])[CH:25]=[CH:24][C:20]=2[N:21]=[CH:22][N:23]=1. The catalyst is CN(C=O)C.O. The product is [Cl:28][C:26]1[CH:25]=[CH:24][C:20]2[N:21]=[CH:22][N:23]=[C:18]([O:1][CH:2]3[CH2:3][CH2:4][N:5]([C:8]([O:10][C:11]([CH3:14])([CH3:13])[CH3:12])=[O:9])[CH2:6][CH2:7]3)[C:19]=2[N:27]=1. The yield is 0.650. (3) The reactants are [C:1]1([CH:7]=O)[CH2:6][CH2:5][CH2:4][CH2:3][CH:2]=1.C(O)(=O)C.C(O[BH-](OC(=O)C)OC(=O)C)(=O)C.[Na+].[Cl:27][C:28]1[CH:33]=[CH:32][CH:31]=[C:30]([C:34]([F:37])([F:36])[F:35])[C:29]=1[CH2:38][N:39]1[CH2:43][C@@H:42]([CH3:44])[C@@:41]([CH2:54][C:55]([OH:57])=[O:56])([C:45](=[O:53])[NH:46][CH:47]2[CH2:52][CH2:51][NH:50][CH2:49][CH2:48]2)[CH2:40]1. The catalyst is O1CCCC1.CO.O. The product is [Cl:27][C:28]1[CH:33]=[CH:32][CH:31]=[C:30]([C:34]([F:35])([F:37])[F:36])[C:29]=1[CH2:38][N:39]1[CH2:43][C@@H:42]([CH3:44])[C@@:41]([CH2:54][C:55]([OH:57])=[O:56])([C:45](=[O:53])[NH:46][CH:47]2[CH2:48][CH2:49][N:50]([CH2:7][C:1]3[CH2:6][CH2:5][CH2:4][CH2:3][CH:2]=3)[CH2:51][CH2:52]2)[CH2:40]1. The yield is 0.708. (4) The reactants are [C@H:1]([N:5]([CH3:25])[C:6]1[C:7]([C:18]2[CH:23]=[CH:22][C:21]([F:24])=[CH:20][CH:19]=2)=[N:8][C:9]2[C:14]([N:15]=1)=[CH:13][C:12]([C:16]#[N:17])=[CH:11][CH:10]=2)([CH2:3][CH3:4])[CH3:2].[N-:26]=[N+:27]=[N-:28].[Na+].Cl. The catalyst is CS(C)=O.O.[Zn+2].[Br-].[Br-]. The product is [C@H:1]([N:5]([CH3:25])[C:6]1[C:7]([C:18]2[CH:19]=[CH:20][C:21]([F:24])=[CH:22][CH:23]=2)=[N:8][C:9]2[C:14](=[CH:13][C:12]([C:16]3[NH:28][N:27]=[N:26][N:17]=3)=[CH:11][CH:10]=2)[N:15]=1)([CH2:3][CH3:4])[CH3:2]. The yield is 0.370. (5) The reactants are [CH3:1][O:2][C:3]1[CH:4]=[C:5]([C:11]([N+:23]([O-])=O)=[CH:12][C:13]=1[O:14][CH2:15][CH:16]1[CH2:21][CH2:20][N:19]([CH3:22])[CH2:18][CH2:17]1)[C:6]([O:8][CH2:9][CH3:10])=[O:7].[H][H]. The catalyst is CO.[Pt]. The product is [NH2:23][C:11]1[C:5]([C:6]([O:8][CH2:9][CH3:10])=[O:7])=[CH:4][C:3]([O:2][CH3:1])=[C:13]([O:14][CH2:15][CH:16]2[CH2:21][CH2:20][N:19]([CH3:22])[CH2:18][CH2:17]2)[CH:12]=1. The yield is 0.800. (6) The reactants are [C:1]([O:7][CH2:8][N:9]1[C:18](=[O:19])[C:17]2[C:12](=[CH:13][C:14]([O:21][CH3:22])=[CH:15][C:16]=2[OH:20])[N:11]=[CH:10]1)(=[O:6])[C:2]([CH3:5])([CH3:4])[CH3:3].O[CH:24]1[CH2:29][CH2:28][N:27]([CH3:30])[CH2:26][CH2:25]1.C1(P(C2C=CC=CC=2)C2C=CC=CC=2)C=CC=CC=1.N(C(OC(C)(C)C)=O)=NC(OC(C)(C)C)=O. The catalyst is ClCCl. The product is [C:1]([O:7][CH2:8][N:9]1[C:18](=[O:19])[C:17]2[C:12](=[CH:13][C:14]([O:21][CH3:22])=[CH:15][C:16]=2[O:20][CH:24]2[CH2:29][CH2:28][N:27]([CH3:30])[CH2:26][CH2:25]2)[N:11]=[CH:10]1)(=[O:6])[C:2]([CH3:5])([CH3:4])[CH3:3]. The yield is 0.560. (7) The reactants are [Br-].[CH2:2]([P+](C1C=CC=CC=1)(C1C=CC=CC=1)C1C=CC=CC=1)[CH2:3][CH3:4].C([Li])CCC.[CH2:29]([O:36][C:37]1[CH:44]=[CH:43][C:40]([CH:41]=O)=[C:39]([OH:45])[CH:38]=1)[C:30]1[CH:35]=[CH:34][CH:33]=[CH:32][CH:31]=1.ClCCl. The catalyst is C1COCC1. The product is [CH2:29]([O:36][C:37]1[CH:44]=[CH:43][C:40]([CH:41]=[CH:2][CH2:3][CH3:4])=[C:39]([OH:45])[CH:38]=1)[C:30]1[CH:35]=[CH:34][CH:33]=[CH:32][CH:31]=1. The yield is 0.900.